From a dataset of Full USPTO retrosynthesis dataset with 1.9M reactions from patents (1976-2016). Predict the reactants needed to synthesize the given product. (1) Given the product [C:27]([CH2:30][NH:31][CH2:32][C:33]([NH:1][C:2]1[CH:3]=[CH:4][C:5]([N:8]2[CH:12]=[CH:11][N:10]([C:13]3[CH:18]=[CH:17][C:16]([O:19][C:20]4[CH:25]=[CH:24][CH:23]=[CH:22][CH:21]=4)=[CH:15][CH:14]=3)[C:9]2=[O:26])=[CH:6][CH:7]=1)=[O:34])(=[O:29])[CH3:28], predict the reactants needed to synthesize it. The reactants are: [NH2:1][C:2]1[CH:7]=[CH:6][C:5]([N:8]2[CH:12]=[CH:11][N:10]([C:13]3[CH:18]=[CH:17][C:16]([O:19][C:20]4[CH:25]=[CH:24][CH:23]=[CH:22][CH:21]=4)=[CH:15][CH:14]=3)[C:9]2=[O:26])=[CH:4][CH:3]=1.[C:27]([CH2:30][NH:31][CH2:32][C:33](O)=[O:34])(=[O:29])[CH3:28]. (2) Given the product [CH3:33][C:26]1[CH:25]=[C:24]([CH3:34])[C:23]([C:20]2[NH:21][C:3]3[CH2:4][O:5][CH:6]([CH3:8])[CH2:7][C:2]=3[N:22]=2)=[CH:32][C:27]=1[C:28]([O:30][CH3:31])=[O:29], predict the reactants needed to synthesize it. The reactants are: Br[CH:2]1[CH2:7][CH:6]([CH3:8])[O:5][CH2:4][C:3]1=O.BrC1COC(C)CC1=O.Cl.[C:20]([C:23]1[C:24]([CH3:34])=[CH:25][C:26]([CH3:33])=[C:27]([CH:32]=1)[C:28]([O:30][CH3:31])=[O:29])(=[NH:22])[NH2:21].C(=O)([O-])[O-].[K+].[K+]. (3) Given the product [F:28][C:20]1[C:21]2[N:25]=[CH:24][N:23]([CH3:26])[C:22]=2[CH:27]=[C:18]([NH:17][S:14]([C:11]2([CH2:10][CH2:9][OH:8])[CH2:13][CH2:12]2)(=[O:16])=[O:15])[C:19]=1[NH:29][C:30]1[CH:35]=[CH:34][C:33]([I:36])=[CH:32][C:31]=1[F:37], predict the reactants needed to synthesize it. The reactants are: [Si]([O:8][CH2:9][CH2:10][C:11]1([S:14]([NH:17][C:18]2[C:19]([NH:29][C:30]3[CH:35]=[CH:34][C:33]([I:36])=[CH:32][C:31]=3[F:37])=[C:20]([F:28])[C:21]3[N:25]=[CH:24][N:23]([CH3:26])[C:22]=3[CH:27]=2)(=[O:16])=[O:15])[CH2:13][CH2:12]1)(C(C)(C)C)(C)C.Cl.C(=O)(O)[O-].[Na+]. (4) The reactants are: Cl[CH2:2][CH2:3][CH2:4][CH2:5][S:6][C:7]1[CH:12]=[CH:11][CH:10]=[CH:9][CH:8]=1.[NH:13]1[CH2:18][CH2:17][CH:16]([C:19]2[CH:20]=[C:21]([NH:25][C:26]([CH:28]3[CH2:30][CH2:29]3)=[O:27])[CH:22]=[CH:23][CH:24]=2)[CH2:15][CH2:14]1. Given the product [C:7]1([S:6][CH2:5][CH2:4][CH2:3][CH2:2][N:13]2[CH2:18][CH2:17][CH:16]([C:19]3[CH:20]=[C:21]([NH:25][C:26]([CH:28]4[CH2:29][CH2:30]4)=[O:27])[CH:22]=[CH:23][CH:24]=3)[CH2:15][CH2:14]2)[CH:12]=[CH:11][CH:10]=[CH:9][CH:8]=1, predict the reactants needed to synthesize it. (5) Given the product [CH3:8][C:6]1[CH:7]=[C:2]([C:30]#[C:31][CH3:32])[CH:3]=[C:4]([CH3:22])[C:5]=1[CH:9]1[C:10](=[O:21])[CH:11]2[CH:16]([CH:15]3[O:20][CH:12]2[CH2:13][CH2:14]3)[C:17]1=[O:18], predict the reactants needed to synthesize it. The reactants are: Br[C:2]1[CH:7]=[C:6]([CH3:8])[C:5]([C:9]2[C:10](=[O:21])[CH:11]3[CH:16]([C:17]=2[O:18]C)[CH:15]2[O:20][CH:12]3[CH2:13][CH2:14]2)=[C:4]([CH3:22])[CH:3]=1.[F-].[Cs+].CN(C)C=O.[CH2:30]([Sn](CCCC)(CCCC)C#CC)[CH2:31][CH2:32]C. (6) Given the product [ClH:16].[NH2:15][C:10]1[CH:11]=[CH:12][CH:13]=[CH:14][C:9]=1[P:4](=[O:3])([OH:8])[OH:5], predict the reactants needed to synthesize it. The reactants are: C([O:3][P:4]([C:9]1[CH:14]=[CH:13][CH:12]=[CH:11][C:10]=1[NH2:15])(=[O:8])[O:5]CC)C.[ClH:16]. (7) Given the product [NH2:26][C:24]1[C:25]2=[C:17]([C:12]3[CH:13]=[CH:14][C:15]4[C:10]([CH:11]=3)=[N:9][N:8]([CH2:1][C:2]3[CH:7]=[CH:6][CH:5]=[CH:4][CH:3]=3)[CH:16]=4)[CH:18]=[C:19]([CH2:27][CH2:28][CH2:29][N:30]3[CH2:35][CH2:34][N:33]([C:45](=[O:48])[CH2:46][CH3:47])[CH2:32][CH2:31]3)[N:20]2[N:21]=[CH:22][N:23]=1, predict the reactants needed to synthesize it. The reactants are: [CH2:1]([N:8]1[CH:16]=[C:15]2[C:10]([CH:11]=[C:12]([C:17]3[CH:18]=[C:19]([CH2:27][CH2:28][CH2:29][N:30]4[CH2:35][CH2:34][NH:33][CH2:32][CH2:31]4)[N:20]4[C:25]=3[C:24]([NH2:26])=[N:23][CH:22]=[N:21]4)[CH:13]=[CH:14]2)=[N:9]1)[C:2]1[CH:7]=[CH:6][CH:5]=[CH:4][CH:3]=1.C(N(C(C)C)C(C)C)C.[C:45](Cl)(=[O:48])[CH2:46][CH3:47].O.